This data is from Catalyst prediction with 721,799 reactions and 888 catalyst types from USPTO. The task is: Predict which catalyst facilitates the given reaction. (1) Reactant: [CH3:1][N:2]1[CH:6]=[CH:5][N:4]=[N:3]1.ClC1C=CC(C(C2N(C)N=NC=2)O)=CC=1.[Li]CCCC.[CH3:27][C:28]1[S:29][C:30]([CH:34]=[O:35])=[C:31]([CH3:33])[N:32]=1. Product: [CH3:27][C:28]1[S:29][C:30]([CH:34]([C:6]2[N:2]([CH3:1])[N:3]=[N:4][CH:5]=2)[OH:35])=[C:31]([CH3:33])[N:32]=1. The catalyst class is: 1. (2) Reactant: [Br:1][C:2]1[C:3]([N:12]2[CH2:17][CH2:16][N:15]([CH2:18][CH:19]([CH3:21])[CH3:20])[CH2:14][CH2:13]2)=[C:4]([N+:9]([O-])=O)[C:5]([NH2:8])=[N:6][CH:7]=1.[CH3:22][N:23]([CH3:32])[C:24]1[CH:31]=[CH:30][C:27]([CH:28]=O)=[CH:26][CH:25]=1.[O-]S(S([O-])=O)=O.[Na+].[Na+]. The catalyst class is: 8. Product: [Br:1][C:2]1[C:3]([N:12]2[CH2:17][CH2:16][N:15]([CH2:18][CH:19]([CH3:21])[CH3:20])[CH2:14][CH2:13]2)=[C:4]2[N:9]=[C:28]([C:27]3[CH:30]=[CH:31][C:24]([N:23]([CH3:32])[CH3:22])=[CH:25][CH:26]=3)[NH:8][C:5]2=[N:6][CH:7]=1. (3) Reactant: [F:1][C:2]1[CH:3]=[C:4]([C:9]2[C:13]([CH:14]=[C:15]3[S:19][C:18](=[O:20])[NH:17][C:16]3=[O:21])=[CH:12][N:11]([C:22]3[CH:27]=[CH:26][CH:25]=[CH:24][CH:23]=3)[N:10]=2)[CH:5]=[C:6]([F:8])[CH:7]=1.C(=O)([O-])[O-].[Na+].[Na+].[CH2:34](Br)[CH3:35].O. Product: [F:8][C:6]1[CH:5]=[C:4]([C:9]2[C:13]([CH:14]=[C:15]3[S:19][C:18](=[O:20])[N:17]([CH2:34][CH3:35])[C:16]3=[O:21])=[CH:12][N:11]([C:22]3[CH:23]=[CH:24][CH:25]=[CH:26][CH:27]=3)[N:10]=2)[CH:3]=[C:2]([F:1])[CH:7]=1. The catalyst class is: 9. (4) Product: [NH2:12][C:9]1[CH:8]=[N:7][C:6]([N:4]2[CH2:5][C:2]([F:15])([F:1])[CH2:3]2)=[CH:11][CH:10]=1. The catalyst class is: 29. Reactant: [F:1][C:2]1([F:15])[CH2:5][N:4]([C:6]2[CH:11]=[CH:10][C:9]([N+:12]([O-])=O)=[CH:8][N:7]=2)[CH2:3]1.[H][H]. (5) Reactant: [C:1]([O:5][C:6]([N:8]1[CH2:13][CH2:12][N:11]([C:14]2[C:19]([N+:20]([O-:22])=[O:21])=[CH:18][C:17]([Br:23])=[CH:16][C:15]=2[C:24](OCC)=[O:25])[CH2:10][CH2:9]1)=[O:7])([CH3:4])([CH3:3])[CH3:2].[H-].C([Al+]CC(C)C)C(C)C. Product: [C:1]([O:5][C:6]([N:8]1[CH2:9][CH2:10][N:11]([C:14]2[C:19]([N+:20]([O-:22])=[O:21])=[CH:18][C:17]([Br:23])=[CH:16][C:15]=2[CH2:24][OH:25])[CH2:12][CH2:13]1)=[O:7])([CH3:4])([CH3:2])[CH3:3]. The catalyst class is: 1. (6) Reactant: [Cl:1][C:2]1[N:7]2[N:8]=[C:9]([C:11]3[CH:16]=[CH:15][CH:14]=[C:13]([Cl:17])[CH:12]=3)[CH:10]=[C:6]2[N:5]=[C:4]([CH3:18])[C:3]=1[CH:19]([OH:24])[C:20]([O:22][CH3:23])=[O:21].CC(OI1(OC(C)=O)(OC(C)=O)OC(=O)C2C1=CC=CC=2)=O. Product: [Cl:1][C:2]1[N:7]2[N:8]=[C:9]([C:11]3[CH:16]=[CH:15][CH:14]=[C:13]([Cl:17])[CH:12]=3)[CH:10]=[C:6]2[N:5]=[C:4]([CH3:18])[C:3]=1[C:19](=[O:24])[C:20]([O:22][CH3:23])=[O:21]. The catalyst class is: 124. (7) Reactant: [CH3:1][O:2][C:3]([C@@H:5]1[CH2:10][CH2:9][C@H:8]([C:11]([OH:13])=O)[CH2:7][CH2:6]1)=[O:4].[CH2:14]([NH2:21])[C:15]1[CH:20]=[CH:19][CH:18]=[CH:17][CH:16]=1.CCN=C=NCCCN(C)C.C1C=CC2N(O)N=NC=2C=1.O. Product: [CH3:1][O:2][C:3]([C@H:5]1[CH2:6][CH2:7][C@@H:8]([C:11]([NH:21][CH2:14][C:15]2[CH:20]=[CH:19][CH:18]=[CH:17][CH:16]=2)=[O:13])[CH2:9][CH2:10]1)=[O:4]. The catalyst class is: 3.